From a dataset of Full USPTO retrosynthesis dataset with 1.9M reactions from patents (1976-2016). Predict the reactants needed to synthesize the given product. (1) Given the product [Cl:1][C:2]1[CH:3]=[C:4]([S:8]([NH:28][C:24]2[CH:23]=[C:22]3[C:27]([C:19]([C:14]4[CH:15]=[CH:16][CH:17]=[CH:18][C:13]=4[Cl:12])=[N:20][NH:21]3)=[CH:26][CH:25]=2)(=[O:10])=[O:9])[CH:5]=[CH:6][CH:7]=1, predict the reactants needed to synthesize it. The reactants are: [Cl:1][C:2]1[CH:3]=[C:4]([S:8](Cl)(=[O:10])=[O:9])[CH:5]=[CH:6][CH:7]=1.[Cl:12][C:13]1[CH:18]=[CH:17][CH:16]=[CH:15][C:14]=1[C:19]1[C:27]2[C:22](=[CH:23][C:24]([NH2:28])=[CH:25][CH:26]=2)[NH:21][N:20]=1. (2) Given the product [N:20]([CH2:2][CH2:3][CH2:4][N:5]1[CH:9]=[C:8]([C:10]([O:12][CH2:13][CH3:14])=[O:11])[CH:7]=[C:6]1[C:15]([O:17][CH2:18][CH3:19])=[O:16])=[N+:21]=[N-:22], predict the reactants needed to synthesize it. The reactants are: Br[CH2:2][CH2:3][CH2:4][N:5]1[CH:9]=[C:8]([C:10]([O:12][CH2:13][CH3:14])=[O:11])[CH:7]=[C:6]1[C:15]([O:17][CH2:18][CH3:19])=[O:16].[N-:20]=[N+:21]=[N-:22].[Na+]. (3) Given the product [C:1]([O:5][C:6](=[O:23])[C:7]1[CH:12]=[C:11]([C:13]2[CH:18]=[C:17]([S:33][CH2:32][CH2:31][NH2:30])[N:16]=[C:15]([NH2:20])[N:14]=2)[C:10]([CH3:21])=[CH:9][C:8]=1[CH3:22])([CH3:4])([CH3:3])[CH3:2], predict the reactants needed to synthesize it. The reactants are: [C:1]([O:5][C:6](=[O:23])[C:7]1[CH:12]=[C:11]([C:13]2[CH:18]=[C:17](Cl)[N:16]=[C:15]([NH2:20])[N:14]=2)[C:10]([CH3:21])=[CH:9][C:8]=1[CH3:22])([CH3:4])([CH3:3])[CH3:2].C(=O)([O-])[O-].[Cs+].[Cs+].[NH2:30][CH2:31][CH2:32][SH:33]. (4) Given the product [C:1]([C:3]1[CH:4]=[CH:5][C:6]([F:12])=[C:7]([CH:11]=1)[C:8]([NH:13][C:14]1[CH:19]=[CH:18][CH:17]=[C:16]([S:20](=[O:22])(=[O:21])[NH2:23])[CH:15]=1)=[O:10])#[N:2], predict the reactants needed to synthesize it. The reactants are: [C:1]([C:3]1[CH:4]=[CH:5][C:6]([F:12])=[C:7]([CH:11]=1)[C:8]([OH:10])=O)#[N:2].[NH2:13][C:14]1[CH:15]=[C:16]([S:20]([NH2:23])(=[O:22])=[O:21])[CH:17]=[CH:18][CH:19]=1.CN(C(ON1N=NC2C=CC=NC1=2)=[N+](C)C)C.F[P-](F)(F)(F)(F)F.CN1CCOCC1. (5) Given the product [CH2:1]([O:3][C:4]([C:6]1[N:7]([CH2:24][C:25]2[CH:30]=[CH:29][C:28]([F:31])=[CH:27][C:26]=2[F:32])[CH:8]=[C:9]([CH2:11][CH:12]2[CH2:16][CH2:15][CH2:14][CH2:13]2)[CH:10]=1)=[O:5])[CH3:2], predict the reactants needed to synthesize it. The reactants are: [CH2:1]([O:3][C:4]([C:6]1[NH:7][CH:8]=[C:9]([CH2:11][CH:12]2[CH2:16][CH2:15][CH2:14][CH2:13]2)[CH:10]=1)=[O:5])[CH3:2].C(=O)([O-])[O-].[Cs+].[Cs+].Br[CH2:24][C:25]1[CH:30]=[CH:29][C:28]([F:31])=[CH:27][C:26]=1[F:32].O. (6) Given the product [CH3:22][O:3][CH2:4][C:5]1[O:6][C:7]([CH3:20])=[CH:8][C:9](=[O:19])[C:10]=1[O:11][CH2:12][C:13]1[CH:18]=[CH:17][CH:16]=[CH:15][CH:14]=1, predict the reactants needed to synthesize it. The reactants are: [H-].[Na+].[OH:3][CH2:4][C:5]1[O:6][C:7]([CH3:20])=[CH:8][C:9](=[O:19])[C:10]=1[O:11][CH2:12][C:13]1[CH:18]=[CH:17][CH:16]=[CH:15][CH:14]=1.I[CH3:22]. (7) Given the product [CH3:1][O:2][C:3](=[O:15])[C:4](=[O:14])[CH:5]([Cl:13])[C:6]1[CH:11]=[CH:10][C:9]([C:17]([F:27])([F:26])[F:16])=[CH:8][CH:7]=1, predict the reactants needed to synthesize it. The reactants are: [CH3:1][O:2][C:3](=[O:15])[C:4](=[O:14])[CH:5]([Cl:13])[C:6]1[CH:11]=[CH:10][C:9](F)=[CH:8][CH:7]=1.[F:16][C:17]([F:27])([F:26])C1C=CC(C=O)=CC=1.FC1C=CC(C=O)=CC=1.